From a dataset of Forward reaction prediction with 1.9M reactions from USPTO patents (1976-2016). Predict the product of the given reaction. (1) Given the reactants C[O:2][C:3](=O)[C:4]1[CH:9]=[C:8]([Cl:10])[C:7]([NH:11][C:12]2[CH:17]=[CH:16][C:15]([Cl:18])=[CH:14][CH:13]=2)=[N:6][CH:5]=1.O.[NH2:21][NH2:22], predict the reaction product. The product is: [Cl:10][C:8]1[C:7]([NH:11][C:12]2[CH:17]=[CH:16][C:15]([Cl:18])=[CH:14][CH:13]=2)=[N:6][CH:5]=[C:4]([CH:9]=1)[C:3]([NH:21][NH2:22])=[O:2]. (2) Given the reactants [CH3:1][O:2][C:3]1[C:4]([NH:9][CH2:10][CH:11]2[CH2:16][CH2:15][NH:14][CH2:13][CH2:12]2)=[N:5][CH:6]=[CH:7][N:8]=1.ON1[C:22]2[CH:23]=[CH:24][CH:25]=[CH:26][C:21]=2N=N1.Cl.C(N=C=N[CH2:33][CH2:34][CH2:35]N(C)C)C.CN([CH:42]=[O:43])C, predict the reaction product. The product is: [CH3:1][O:2][C:3]1[C:4]([NH:9][CH2:10][CH:11]2[CH2:16][CH2:15][N:14]([C:42]([C@@H:35]3[CH2:34][C@H:33]3[C:21]3[CH:26]=[CH:25][CH:24]=[CH:23][CH:22]=3)=[O:43])[CH2:13][CH2:12]2)=[N:5][CH:6]=[CH:7][N:8]=1.